From a dataset of Full USPTO retrosynthesis dataset with 1.9M reactions from patents (1976-2016). Predict the reactants needed to synthesize the given product. (1) Given the product [CH3:1][C:2]1[N:6]([C:7]2[N:8]=[C:9]([N:18]3[CH2:19][CH2:20][O:21][CH2:22][CH2:23]3)[C:10]3[N:15]=[C:14]([CH2:16][N:28]4[CH2:33][CH2:32][CH2:31][CH:30]([C:34]([OH:37])([CH3:36])[CH3:35])[CH2:29]4)[S:13][C:11]=3[N:12]=2)[C:5]2[CH:24]=[CH:25][CH:26]=[CH:27][C:4]=2[N:3]=1, predict the reactants needed to synthesize it. The reactants are: [CH3:1][C:2]1[N:6]([C:7]2[N:8]=[C:9]([N:18]3[CH2:23][CH2:22][O:21][CH2:20][CH2:19]3)[C:10]3[N:15]=[C:14]([CH:16]=O)[S:13][C:11]=3[N:12]=2)[C:5]2[CH:24]=[CH:25][CH:26]=[CH:27][C:4]=2[N:3]=1.[NH:28]1[CH2:33][CH2:32][CH2:31][CH:30]([C:34]([OH:37])([CH3:36])[CH3:35])[CH2:29]1.C(O)(=O)C.C(O[BH-](OC(=O)C)OC(=O)C)(=O)C.[Na+]. (2) The reactants are: [F:1][CH:2]([F:26])[C:3]1[N:8]2[N:9]=[CH:10][C:11]([C:12]([OH:14])=O)=[C:7]2[N:6]=[C:5]([C:15]2[CH:20]=[CH:19][C:18]([O:21][C:22]([F:25])([F:24])[F:23])=[CH:17][CH:16]=2)[CH:4]=1.[S:27]([C:31]1[CH:32]=[C:33]([NH2:37])[CH:34]=[CH:35][CH:36]=1)(=[O:30])(=[O:29])[NH2:28]. Given the product [S:27]([C:31]1[CH:32]=[C:33]([NH:37][C:12]([C:11]2[CH:10]=[N:9][N:8]3[C:3]([CH:2]([F:1])[F:26])=[CH:4][C:5]([C:15]4[CH:16]=[CH:17][C:18]([O:21][C:22]([F:24])([F:25])[F:23])=[CH:19][CH:20]=4)=[N:6][C:7]=23)=[O:14])[CH:34]=[CH:35][CH:36]=1)(=[O:29])(=[O:30])[NH2:28], predict the reactants needed to synthesize it.